Dataset: Catalyst prediction with 721,799 reactions and 888 catalyst types from USPTO. Task: Predict which catalyst facilitates the given reaction. Product: [CH3:33][O:32][C:29]1[CH:30]=[C:31]2[C:26](=[CH:27][C:28]=1[O:34][CH3:35])[N:25]=[CH:24][CH:23]=[C:22]2[O:20][C:8]1[C:9]([C:13]2[CH:18]=[C:17]([CH3:19])[CH:16]=[CH:15][N:14]=2)=[N:10][C:11]([CH3:12])=[C:6]([CH3:5])[CH:7]=1. The catalyst class is: 6. Reactant: CS(C)=O.[CH3:5][C:6]1[CH:7]=[C:8]([OH:20])[C:9]([C:13]2[CH:18]=[C:17]([CH3:19])[CH:16]=[CH:15][N:14]=2)=[N:10][C:11]=1[CH3:12].Cl[C:22]1[C:31]2[C:26](=[CH:27][C:28]([O:34][CH3:35])=[C:29]([O:32][CH3:33])[CH:30]=2)[N:25]=[CH:24][CH:23]=1.C(=O)([O-])[O-].[Cs+].[Cs+].